This data is from Forward reaction prediction with 1.9M reactions from USPTO patents (1976-2016). The task is: Predict the product of the given reaction. (1) Given the reactants Br[C:2]1[CH:7]=[C:6]([F:8])[CH:5]=[CH:4][C:3]=1[OH:9].P([O-])([O-])([O-])=O.[K+].[K+].[K+].[C:18]1(B(O)O)[CH:23]=[CH:22][CH:21]=[CH:20][CH:19]=1.C1(P(C2C=CC=CC=2)C2C=CC=CC=2)C=CC=CC=1, predict the reaction product. The product is: [C:18]1([C:2]2[CH:7]=[C:6]([F:8])[CH:5]=[CH:4][C:3]=2[OH:9])[CH:23]=[CH:22][CH:21]=[CH:20][CH:19]=1. (2) Given the reactants [Br:1][C:2]1[CH:18]=[CH:17][C:5]2S[C:7]([C:10]3[CH:15]=[CH:14][N:13]=[C:12]([NH2:16])[N:11]=3)=[C:8]([CH3:9])[C:4]=2[CH:3]=1.BrC1C=CC([OH:26])=CC=1.BrC1C=CC(S)=CC=1, predict the reaction product. The product is: [Br:1][C:2]1[CH:18]=[CH:17][C:5]2[O:26][C:7]([C:10]3[CH:15]=[CH:14][N:13]=[C:12]([NH2:16])[N:11]=3)=[C:8]([CH3:9])[C:4]=2[CH:3]=1. (3) The product is: [NH2:2][C:1]1[C:3]2[C:4](=[CH:5][C:6]([C:9]3[N:14]=[C:13]([NH:15][CH3:16])[N:12]=[C:11]([N:17]4[C@H:21]([CH3:22])[CH2:20][C@H:19]([C:23]([NH:25][CH2:26][C:27]5[CH:32]=[CH:31][CH:30]=[CH:29][CH:28]=5)=[O:24])[CH2:18]4)[CH:10]=3)=[CH:7][CH:8]=2)[NH:36][N:35]=1. Given the reactants [C:1]([C:3]1[CH:8]=[CH:7][C:6]([C:9]2[N:14]=[C:13]([NH:15][CH3:16])[N:12]=[C:11]([N:17]3[CH:21]([CH3:22])[CH2:20][CH:19]([C:23]([NH:25][CH2:26][C:27]4[CH:32]=[CH:31][CH:30]=[CH:29][CH:28]=4)=[O:24])[CH2:18]3)[CH:10]=2)=[CH:5][C:4]=1F)#[N:2].O.[NH2:35][NH2:36], predict the reaction product. (4) Given the reactants [CH2:1]([NH:3][CH2:4][CH2:5][N:6]1[CH2:11][CH2:10][O:9][C:8]2[CH:12]=[C:13]([NH:16][C:17]([C:19]3[S:20][CH:21]=[CH:22][CH:23]=3)=[NH:18])[CH:14]=[CH:15][C:7]1=2)[CH3:2].[ClH:24], predict the reaction product. The product is: [ClH:24].[ClH:24].[CH2:1]([NH:3][CH2:4][CH2:5][N:6]1[CH2:11][CH2:10][O:9][C:8]2[CH:12]=[C:13]([NH:16][C:17]([C:19]3[S:20][CH:21]=[CH:22][CH:23]=3)=[NH:18])[CH:14]=[CH:15][C:7]1=2)[CH3:2].